From a dataset of Reaction yield outcomes from USPTO patents with 853,638 reactions. Predict the reaction yield, written as a fraction of the theoretical maximum amount of product (1.0 means a 100% yield; for example, 0.34 means a 34% yield). (1) The reactants are Cl[C:2]1[N:10]=[C:9](Cl)[CH:8]=[CH:7][C:3]=1[C:4]([NH2:6])=[O:5].[N:12]1[CH:17]=[CH:16][CH:15]=[C:14]([NH2:18])[CH:13]=1.[C@H:19]12[CH2:25][C@H:22]([NH:23][CH2:24]1)[CH2:21][N:20]2[C:26]([O:28]C(C)(C)C)=O.[C:33](O)(=O)[CH:34]=C. The catalyst is O. The product is [C:26]([N:20]1[CH2:21][C@@H:22]2[CH2:25][C@H:19]1[CH2:24][N:23]2[C:9]1[CH:8]=[CH:7][C:3]([C:4]([NH2:6])=[O:5])=[C:2]([NH:18][C:14]2[CH:13]=[N:12][CH:17]=[CH:16][CH:15]=2)[N:10]=1)(=[O:28])[CH:33]=[CH2:34]. The yield is 0.330. (2) The reactants are [Cl:1][C:2]1[N:3]=[C:4](Cl)[C:5]2[CH2:10][O:9][C:8]([CH3:12])([CH3:11])[C:6]=2[N:7]=1.CCN(C(C)C)C(C)C.[CH3:23][C@H:24]1[CH2:29][O:28][CH2:27][CH2:26][NH:25]1.[NH4+].[Cl-]. The yield is 0.950. The catalyst is CN(C=O)C. The product is [Cl:1][C:2]1[N:3]=[C:4]([N:25]2[CH2:26][CH2:27][O:28][CH2:29][C@@H:24]2[CH3:23])[C:5]2[CH2:10][O:9][C:8]([CH3:12])([CH3:11])[C:6]=2[N:7]=1. (3) The reactants are [Na].[CH3:2][C:3]1([CH3:10])[CH2:8][CH2:7][NH:6][C:5]([NH2:9])=[N:4]1.[C:11](OCC)(=[O:16])[CH2:12][C:13]([O-])=[O:14]. The catalyst is CO. The product is [OH:16][C:11]1[N:9]=[C:5]2[NH:4][C:3]([CH3:10])([CH3:2])[CH2:8][CH2:7][N:6]2[C:13](=[O:14])[CH:12]=1. The yield is 0.900. (4) The reactants are [N+:1]([C:4]1[C:13]2[C:8](=[CH:9][CH:10]=[CH:11][CH:12]=2)[CH:7]=[CH:6][CH:5]=1)([O-])=O.O. The catalyst is C(OCC)(=O)C. The product is [NH2:1][C:4]1[C:13]2[C:8](=[CH:9][CH:10]=[CH:11][CH:12]=2)[CH:7]=[CH:6][CH:5]=1. The yield is 0.620.